From a dataset of Reaction yield outcomes from USPTO patents with 853,638 reactions. Predict the reaction yield, written as a fraction of the theoretical maximum amount of product (1.0 means a 100% yield; for example, 0.34 means a 34% yield). (1) The reactants are [O:1]1[CH2:6][CH2:5][CH:4]([NH:7][C:8]2[CH:13]=[CH:12][C:11](B3OC(C)(C)C(C)(C)O3)=[CH:10][C:9]=2[C:23]([F:26])([F:25])[F:24])[CH2:3][CH2:2]1.C([O-])([O-])=O.[Na+].[Na+].Br[C:34]1[CH:39]=[CH:38][N:37]([CH2:40][CH:41]2[CH2:43][CH2:42]2)[C:36](=[O:44])[C:35]=1[C:45]#[N:46]. The catalyst is O1CCOCC1.CCOC(C)=O.C1C=CC([P]([Pd]([P](C2C=CC=CC=2)(C2C=CC=CC=2)C2C=CC=CC=2)([P](C2C=CC=CC=2)(C2C=CC=CC=2)C2C=CC=CC=2)[P](C2C=CC=CC=2)(C2C=CC=CC=2)C2C=CC=CC=2)(C2C=CC=CC=2)C2C=CC=CC=2)=CC=1. The product is [CH:41]1([CH2:40][N:37]2[CH:38]=[CH:39][C:34]([C:11]3[CH:12]=[CH:13][C:8]([NH:7][CH:4]4[CH2:3][CH2:2][O:1][CH2:6][CH2:5]4)=[C:9]([C:23]([F:24])([F:25])[F:26])[CH:10]=3)=[C:35]([C:45]#[N:46])[C:36]2=[O:44])[CH2:42][CH2:43]1. The yield is 0.0900. (2) The product is [Br:1][C:2]1[C:11]([C:12]([O:14][CH3:15])=[O:13])=[C:10]2[C:5]([NH:6][C:7]([CH3:18])([CH3:17])[C:8](=[O:16])[N:9]2[CH3:21])=[CH:4][CH:3]=1. The reactants are [Br:1][C:2]1[C:11]([C:12]([O:14][CH3:15])=[O:13])=[C:10]2[C:5]([NH:6][C:7]([CH3:18])([CH3:17])[C:8](=[O:16])[NH:9]2)=[CH:4][CH:3]=1.CI.[C:21](=O)([O-])[O-].C(OCC)(=O)C. The catalyst is CN(C)C=O.O. The yield is 0.830. (3) The product is [Cl:1][C:2]1[CH:3]=[C:4]([O:13][CH3:14])[C:5]([O:11][CH3:12])=[C:6]([CH:8]([NH2:21])[CH3:9])[CH:7]=1. The reactants are [Cl:1][C:2]1[CH:3]=[C:4]([O:13][CH3:14])[C:5]([O:11][CH3:12])=[C:6]([C:8](=O)[CH3:9])[CH:7]=1.C([O-])(=O)C.[NH4+].C([BH3-])#[N:21].[Na+].Cl. The yield is 0.400. The catalyst is CO. (4) The product is [Cl:12][C:11]1[C:2]2[N:1]=[C:19]([NH:18][C:21]3[C:26]([CH3:27])=[N:25][C:24]([O:28][CH3:29])=[N:23][C:22]=3[CH3:30])[N:13]([CH2:14][CH2:15][CH2:16][Cl:17])[C:3]=2[C:4]([C:5]([O:7][CH3:8])=[O:6])=[CH:9][CH:10]=1. The catalyst is O1CCCC1.O. The yield is 0.740. The reactants are [NH2:1][C:2]1[C:3]([NH:13][CH2:14][CH2:15][CH2:16][Cl:17])=[C:4]([CH:9]=[CH:10][C:11]=1[Cl:12])[C:5]([O:7][CH3:8])=[O:6].[N:18]([C:21]1[C:22]([CH3:30])=[N:23][C:24]([O:28][CH3:29])=[N:25][C:26]=1[CH3:27])=[C:19]=S.C(=O)([O-])O.[Na+].Cl.C(N=C=NCCCN(C)C)C.C(N(CC)CC)C. (5) The reactants are FC(F)(F)C(O)=O.[Br:8][C:9]1[CH:10]=[C:11]([S:15]([C:18]2[CH:19]=[C:20]([C:25]([NH2:27])=[NH:26])[S:21][C:22]=2[S:23][CH3:24])(=[O:17])=[O:16])[CH:12]=[CH:13][CH:14]=1.CN(C=O)C.CCN(C(C)C)C(C)C.[C:42]([O:46][C:47](O[C:47]([O:46][C:42]([CH3:45])([CH3:44])[CH3:43])=[O:48])=[O:48])([CH3:45])([CH3:44])[CH3:43]. The catalyst is CCOC(C)=O. The product is [C:42]([O:46][C:47](=[O:48])[NH:26][C:25]([C:20]1[S:21][C:22]([S:23][CH3:24])=[C:18]([S:15]([C:11]2[CH:12]=[CH:13][CH:14]=[C:9]([Br:8])[CH:10]=2)(=[O:17])=[O:16])[CH:19]=1)=[NH:27])([CH3:45])([CH3:44])[CH3:43]. The yield is 0.760. (6) The reactants are [CH3:1][C:2]1[N:3]([CH:15]([CH:17]2[CH2:22][CH2:21][O:20][CH2:19][CH2:18]2)[CH3:16])[C:4]2[C:9]([C:10]=1[C:11]([O:13]C)=[O:12])=[CH:8][CH:7]=[CH:6][CH:5]=2.C(O)C.[OH-].[Na+]. No catalyst specified. The product is [CH3:1][C:2]1[N:3]([CH:15]([CH:17]2[CH2:18][CH2:19][O:20][CH2:21][CH2:22]2)[CH3:16])[C:4]2[C:9]([C:10]=1[C:11]([OH:13])=[O:12])=[CH:8][CH:7]=[CH:6][CH:5]=2. The yield is 0.930.